This data is from Forward reaction prediction with 1.9M reactions from USPTO patents (1976-2016). The task is: Predict the product of the given reaction. (1) The product is: [C:27]([S:26]([CH2:25][C@@H:24]([N:6]1[C@H:7]([C:17]2[CH:18]=[CH:19][C:20]([Cl:23])=[CH:21][CH:22]=2)[C@@H:8]([C:10]2[CH:11]=[N:12][CH:13]=[C:14]([Cl:16])[CH:15]=2)[CH2:9][C@@:4]([CH2:36][C:35]([OH:38])=[O:37])([CH3:1])[C:5]1=[O:33])[CH2:31][CH3:32])(=[O:40])=[O:45])([CH3:28])([CH3:30])[CH3:29]. Given the reactants [CH2:1]([C@@:4]1(C)[CH2:9][C@H:8]([C:10]2[CH:11]=[N:12][CH:13]=[C:14]([Cl:16])[CH:15]=2)[C@@H:7]([C:17]2[CH:22]=[CH:21][C:20]([Cl:23])=[CH:19][CH:18]=2)[N:6]([C@@H:24]([CH2:31][CH3:32])[CH2:25][S:26][C:27]([CH3:30])([CH3:29])[CH3:28])[C:5]1=[O:33])C=C.[C:35]([OH:38])(=[O:37])[CH3:36].[Mn]([O-])(=O)(=O)=[O:40].[K+].[OH2:45], predict the reaction product. (2) The product is: [F:14][C:10]1[CH:9]=[C:8]([C:7]2[C:2]([N:27]3[CH2:32][CH2:31][N:30]([C:38]([O:37][C:34]([CH3:36])([CH3:35])[CH3:33])=[O:39])[CH2:29][CH2:28]3)=[C:3]3[CH:17]=[CH:16][N:15]([S:18]([C:21]4[CH:26]=[CH:25][CH:24]=[CH:23][CH:22]=4)(=[O:20])=[O:19])[C:4]3=[N:5][CH:6]=2)[CH:13]=[CH:12][CH:11]=1. Given the reactants Cl[C:2]1[C:7]([C:8]2[CH:13]=[CH:12][CH:11]=[C:10]([F:14])[CH:9]=2)=[CH:6][N:5]=[C:4]2[N:15]([S:18]([C:21]3[CH:26]=[CH:25][CH:24]=[CH:23][CH:22]=3)(=[O:20])=[O:19])[CH:16]=[CH:17][C:3]=12.[NH:27]1[CH2:32][CH2:31][NH:30][CH2:29][CH2:28]1.[CH3:33][C:34]([O:37][C:38](O[C:38]([O:37][C:34]([CH3:36])([CH3:35])[CH3:33])=[O:39])=[O:39])([CH3:36])[CH3:35].O, predict the reaction product. (3) Given the reactants C1(C)C=CC=CC=1.[N+:8]([C:11]1[CH:12]=[CH:13][C:14]2[O:18][C:17]([C:19](O)=[O:20])=[CH:16][C:15]=2[CH:22]=1)([O-:10])=[O:9].S(Cl)(Cl)=O.[NH3:27], predict the reaction product. The product is: [N+:8]([C:11]1[CH:12]=[CH:13][C:14]2[O:18][C:17]([C:19]([NH2:27])=[O:20])=[CH:16][C:15]=2[CH:22]=1)([O-:10])=[O:9]. (4) Given the reactants [CH3:1][C:2]1[N:3]([CH2:28][O:29][CH2:30][CH2:31][Si:32]([CH3:35])([CH3:34])[CH3:33])[C:4]([C:15]2[CH:20]=[CH:19][CH:18]=[CH:17][C:16]=2[O:21][C:22]2[CH:27]=[CH:26][CH:25]=[CH:24][CH:23]=2)=[C:5]2[CH:10]=[C:9](C(O)=O)[NH:8][C:7](=[O:14])[C:6]=12.N1C2C(=CC=C3C=2N=CC=C3)C=CC=1, predict the reaction product. The product is: [CH3:1][C:2]1[N:3]([CH2:28][O:29][CH2:30][CH2:31][Si:32]([CH3:33])([CH3:35])[CH3:34])[C:4]([C:15]2[CH:20]=[CH:19][CH:18]=[CH:17][C:16]=2[O:21][C:22]2[CH:27]=[CH:26][CH:25]=[CH:24][CH:23]=2)=[C:5]2[CH:10]=[CH:9][NH:8][C:7](=[O:14])[C:6]=12. (5) Given the reactants [OH:1][C:2]1[CH:11]=[C:10]([OH:12])[CH:9]=[C:8]2[C:3]=1[C:4](=[O:22])[CH2:5][CH:6]([C:13]1[CH:18]=[CH:17][C:16]([O:19][CH3:20])=[C:15]([OH:21])[CH:14]=1)[O:7]2.C(=O)([O-])[O-].[K+].[K+].[CH2:29]1[S:33](=[O:35])(=[O:34])[O:32][CH2:31][CH2:30]1, predict the reaction product. The product is: [OH:1][C:2]1[CH:11]=[C:10]([O:12][CH2:31][CH2:30][CH2:29][S:33]([OH:35])(=[O:34])=[O:32])[CH:9]=[C:8]2[C:3]=1[C:4](=[O:22])[CH2:5][CH:6]([C:13]1[CH:18]=[CH:17][C:16]([O:19][CH3:20])=[C:15]([OH:21])[CH:14]=1)[O:7]2. (6) The product is: [CH2:1]([O:3][C:4]([C:5]1[NH:37][N:38]=[C:7]([C:9]2[CH:14]=[CH:13][C:12]([O:15][CH2:16][C:17]3[C:22]([N:23]4[C:27](=[O:28])[N:26]([CH3:29])[N:25]=[N:24]4)=[CH:21][CH:20]=[CH:19][C:18]=3[CH:30]3[CH2:31][CH2:32]3)=[C:11]([CH3:33])[CH:10]=2)[C:6]=1[CH3:34])=[O:36])[CH3:2]. Given the reactants [CH2:1]([O:3][C:4](=[O:36])[C:5](=O)[CH:6]([CH3:34])[C:7]([C:9]1[CH:14]=[CH:13][C:12]([O:15][CH2:16][C:17]2[C:22]([N:23]3[C:27](=[O:28])[N:26]([CH3:29])[N:25]=[N:24]3)=[CH:21][CH:20]=[CH:19][C:18]=2[CH:30]2[CH2:32][CH2:31]2)=[C:11]([CH3:33])[CH:10]=1)=O)[CH3:2].[NH2:37][NH2:38], predict the reaction product.